Dataset: Reaction yield outcomes from USPTO patents with 853,638 reactions. Task: Predict the reaction yield, written as a fraction of the theoretical maximum amount of product (1.0 means a 100% yield; for example, 0.34 means a 34% yield). (1) The yield is 0.210. The catalyst is C(O)C. The reactants are C[N:2](C)[CH:3]=[CH:4][C:5]([C:7]1[C:12](=[O:13])[CH:11]=[CH:10][N:9]([C:14]2[CH:19]=[CH:18][CH:17]=[C:16]([C:20]([F:23])([F:22])[F:21])[CH:15]=2)[N:8]=1)=O.Cl.[CH3:26][C:27]1[CH:28]=[C:29]([NH:33]N)[CH:30]=[CH:31][CH:32]=1.CCN(CC)CC. The product is [CH3:26][C:27]1[CH:28]=[C:29]([N:33]2[C:5]([C:7]3[C:12](=[O:13])[CH:11]=[CH:10][N:9]([C:14]4[CH:19]=[CH:18][CH:17]=[C:16]([C:20]([F:23])([F:22])[F:21])[CH:15]=4)[N:8]=3)=[CH:4][CH:3]=[N:2]2)[CH:30]=[CH:31][CH:32]=1. (2) The reactants are [F:1][C:2]([F:27])([F:26])[C:3]1[CH:8]=[CH:7][C:6]([C:9]2[C:13]3[CH:14]=[CH:15][C:16](OS(C(F)(F)F)(=O)=O)=[CH:17][C:12]=3[S:11][N:10]=2)=[CH:5][CH:4]=1.N1CCCCC1.[CH2:34]([OH:39])[CH2:35][CH2:36][C:37]#[CH:38].Cl. The catalyst is [Cu]I. The product is [F:27][C:2]([F:1])([F:26])[C:3]1[CH:8]=[CH:7][C:6]([C:9]2[C:13]3[CH:14]=[CH:15][C:16]([C:38]#[C:37][CH2:36][CH2:35][CH2:34][OH:39])=[CH:17][C:12]=3[S:11][N:10]=2)=[CH:5][CH:4]=1. The yield is 0.960.